This data is from Peptide-MHC class I binding affinity with 185,985 pairs from IEDB/IMGT. The task is: Regression. Given a peptide amino acid sequence and an MHC pseudo amino acid sequence, predict their binding affinity value. This is MHC class I binding data. (1) The binding affinity (normalized) is 0.496. The peptide sequence is STTEAILPEY. The MHC is HLA-A01:01 with pseudo-sequence HLA-A01:01. (2) The peptide sequence is AMKDRFQPL. The MHC is HLA-B08:01 with pseudo-sequence HLA-B08:01. The binding affinity (normalized) is 0.674.